This data is from Reaction yield outcomes from USPTO patents with 853,638 reactions. The task is: Predict the reaction yield, written as a fraction of the theoretical maximum amount of product (1.0 means a 100% yield; for example, 0.34 means a 34% yield). The reactants are [Cl:1][C:2]1[CH:7]=[C:6]2[NH:8][C:9](=[O:28])[C:10]3([CH:15]([C:16]4[CH:21]=[CH:20][CH:19]=[C:18]([Cl:22])[CH:17]=4)[CH2:14][C:13](=[O:23])[NH:12][CH:11]3[C:24](=C)[CH2:25][CH3:26])[C:5]2=[CH:4][CH:3]=1.[O:29]=[O+][O-]. The catalyst is CO.ClCCl. The product is [Cl:1][C:2]1[CH:7]=[C:6]2[NH:8][C:9](=[O:28])[C:10]3([CH:15]([C:16]4[CH:21]=[CH:20][CH:19]=[C:18]([Cl:22])[CH:17]=4)[CH2:14][C:13](=[O:23])[NH:12][CH:11]3[C:24](=[O:29])[CH2:25][CH3:26])[C:5]2=[CH:4][CH:3]=1. The yield is 0.500.